From a dataset of Full USPTO retrosynthesis dataset with 1.9M reactions from patents (1976-2016). Predict the reactants needed to synthesize the given product. Given the product [Cl:18][C:5]1[CH:4]=[CH:3][C:2]([C@@:34]2([O:55][CH3:20])[C@H:33]([OH:32])[C@@H:38]([OH:39])[C@H:37]([OH:44])[C@@H:36]([CH2:49][OH:50])[O:35]2)=[CH:7][C:6]=1[CH2:8][C:9]1[CH:10]=[CH:11][C:12]2[O:16][CH2:15][CH2:14][C:13]=2[CH:17]=1, predict the reactants needed to synthesize it. The reactants are: Br[C:2]1[CH:3]=[CH:4][C:5]([Cl:18])=[C:6]([CH2:8][C:9]2[CH:10]=[CH:11][C:12]3[O:16][CH2:15][CH2:14][C:13]=3[CH:17]=2)[CH:7]=1.[Li][CH2:20]CCC.CCCCCC.C[Si](C)(C)[O:32][C@@H:33]1[C@@H:38]([O:39][Si](C)(C)C)[C@H:37]([O:44][Si](C)(C)C)[C@@H:36]([CH2:49][O:50][Si](C)(C)C)[O:35][C:34]1=[O:55].CS(O)(=O)=O.